Dataset: Full USPTO retrosynthesis dataset with 1.9M reactions from patents (1976-2016). Task: Predict the reactants needed to synthesize the given product. (1) The reactants are: [N+:1]([C:4]1[CH:13]=[CH:12][C:7]([C:8]([O:10][CH3:11])=[O:9])=[CH:6][C:5]=1[C:14](=[O:25])[NH:15][C:16]([C:19]1[CH:24]=[CH:23][CH:22]=[CH:21][CH:20]=1)([CH3:18])[CH3:17])([O-])=O. Given the product [NH2:1][C:4]1[CH:13]=[CH:12][C:7]([C:8]([O:10][CH3:11])=[O:9])=[CH:6][C:5]=1[C:14](=[O:25])[NH:15][C:16]([C:19]1[CH:20]=[CH:21][CH:22]=[CH:23][CH:24]=1)([CH3:18])[CH3:17], predict the reactants needed to synthesize it. (2) Given the product [Cl:2][C:3]1[CH:26]=[CH:25][C:6]2[N:7]3[C:11](=[N:10][N:9]=[C:8]3[C@H:15]3[CH2:16][CH2:17][C@H:18]([O:21][CH:22]([CH3:24])[CH3:23])[CH2:19][CH2:20]3)[CH2:12][N:13]([CH2:35][C:36]3[CH:41]=[CH:40][CH:39]=[CH:38][N:37]=3)[CH2:14][C:5]=2[CH:4]=1, predict the reactants needed to synthesize it. The reactants are: Cl.[Cl:2][C:3]1[CH:26]=[CH:25][C:6]2[N:7]3[C:11]([CH2:12][NH:13][CH2:14][C:5]=2[CH:4]=1)=[N:10][N:9]=[C:8]3[C@H:15]1[CH2:20][CH2:19][C@H:18]([O:21][CH:22]([CH3:24])[CH3:23])[CH2:17][CH2:16]1.C(=O)([O-])[O-].[K+].[K+].Br.Br[CH2:35][C:36]1[CH:41]=[CH:40][CH:39]=[CH:38][N:37]=1.